Dataset: Forward reaction prediction with 1.9M reactions from USPTO patents (1976-2016). Task: Predict the product of the given reaction. The product is: [CH3:13][O:14][CH2:15][O:16][CH2:17][CH2:18][CH2:19][CH2:20][CH2:21][CH2:22][CH2:23][CH2:24][CH2:25][CH2:26][Si:3]([O:6][CH3:7])([O:4][CH3:5])[O:2][CH3:1]. Given the reactants [CH3:1][O:2][SiH:3]([O:6][CH3:7])[O:4][CH3:5].C(O)(=O)C.[Cl-].[CH3:13][O:14][CH2:15][O:16][CH2:17][CH2:18][CH2:19][CH2:20][CH2:21][CH2:22][CH2:23][CH2:24][CH:25]=[CH2:26], predict the reaction product.